This data is from Forward reaction prediction with 1.9M reactions from USPTO patents (1976-2016). The task is: Predict the product of the given reaction. (1) Given the reactants [C:1]([C:5]1[C:6]([O:22][CH3:23])=[C:7](B(O)O)[CH:8]=[C:9]([N:11]2[CH:16]=[CH:15][C:14](=[O:17])[NH:13][C:12]2=[O:18])[CH:10]=1)([CH3:4])([CH3:3])[CH3:2].I[C:25]1[CH:26]=[C:27]2[C:32](=[CH:33][CH:34]=1)[CH:31]=[C:30]([OH:35])[CH:29]=[CH:28]2.[O-]P([O-])([O-])=O.[K+].[K+].[K+].CC12CC3(C)OC(C)(CC(C)(O3)O1)P2C1C=CC=CC=1, predict the reaction product. The product is: [C:1]([C:5]1[CH:10]=[C:9]([N:11]2[CH:16]=[CH:15][C:14](=[O:17])[NH:13][C:12]2=[O:18])[CH:8]=[C:7]([C:25]2[CH:34]=[CH:33][C:32]3[C:27](=[CH:28][CH:29]=[C:30]([OH:35])[CH:31]=3)[CH:26]=2)[C:6]=1[O:22][CH3:23])([CH3:4])([CH3:3])[CH3:2]. (2) Given the reactants [CH3:1][N:2]1[C:8](=[O:9])[CH2:7][C:6]2[CH:10]=[CH:11][CH2:12][CH2:13][C:5]=2[CH:4]=[CH:3]1.[N:14](OCCC(C)C)=[O:15].[Li+].C[Si]([N-][Si](C)(C)C)(C)C.Cl, predict the reaction product. The product is: [OH:15][N:14]=[C:7]1[C:6]2[CH:10]=[CH:11][CH2:12][CH2:13][C:5]=2[CH:4]=[CH:3][N:2]([CH3:1])[C:8]1=[O:9].